Dataset: Catalyst prediction with 721,799 reactions and 888 catalyst types from USPTO. Task: Predict which catalyst facilitates the given reaction. (1) Reactant: [C:1]([C:3]1[C:8]2[S:9][C:10]3[CH:19]=[CH:18][C:17]([C:20](OC)=[O:21])=[CH:16][C:11]=3[N:12]([CH2:13][O:14][CH3:15])[C:7]=2[N:6]=[CH:5][CH:4]=1)#[N:2].[BH4-].[Li+]. Product: [C:1]([C:3]1[C:8]2[S:9][C:10]3[CH:19]=[CH:18][C:17]([CH2:20][OH:21])=[CH:16][C:11]=3[N:12]([CH2:13][O:14][CH3:15])[C:7]=2[N:6]=[CH:5][CH:4]=1)#[N:2]. The catalyst class is: 7. (2) Reactant: O=C1C2C(=CC=CC=2)C(=O)[N:3]1[CH2:12][C:13]12[C:24](=[O:25])[NH:23][C:21]3[C:22]1=[C:17]([CH:18]=[CH:19][CH:20]=3)[NH:16][C:15](=[O:26])[CH2:14]2. Product: [NH2:3][CH2:12][C:13]12[C:24](=[O:25])[NH:23][C:21]3[C:22]1=[C:17]([CH:18]=[CH:19][CH:20]=3)[NH:16][C:15](=[O:26])[CH2:14]2. The catalyst class is: 14. (3) The catalyst class is: 622. Reactant: Cl[C:2]1[NH:3][C:4]2[N:5]([N:11]=[CH:12][C:13]=2[C:14]#[N:15])[C:6](=[O:10])[C:7]=1[CH2:8][CH3:9].CC1(C)C(C)(C)OB([C:24]2[CH:25]=[N:26][NH:27][CH:28]=2)O1.[C:30]([O-])([O-])=O.[Na+].[Na+]. Product: [CH:8]([C:7]1[C:6](=[O:10])[N:5]2[N:11]=[CH:12][C:13]([C:14]#[N:15])=[C:4]2[NH:3][C:2]=1[C:24]1[CH:25]=[N:26][NH:27][CH:28]=1)([CH3:30])[CH3:9]. (4) Product: [CH2:1]([O:3][C:4]1[CH:9]=[CH:8][C:7]([C:10]2[CH:15]=[CH:14][C:13]([C:32]3([OH:35])[CH2:33][CH2:34][C:29]4([O:28][CH2:27][CH2:26][O:25]4)[CH2:30][CH2:31]3)=[C:12]([F:16])[C:11]=2[F:17])=[C:6]([F:18])[C:5]=1[F:19])[CH3:2]. The catalyst class is: 1. Reactant: [CH2:1]([O:3][C:4]1[CH:9]=[CH:8][C:7]([C:10]2[CH:15]=[CH:14][CH:13]=[C:12]([F:16])[C:11]=2[F:17])=[C:6]([F:18])[C:5]=1[F:19])[CH3:2].C([Li])(CC)C.[O:25]1[C:29]2([CH2:34][CH2:33][C:32](=[O:35])[CH2:31][CH2:30]2)[O:28][CH2:27][CH2:26]1.[Cl-].[NH4+]. (5) Reactant: C(OC([N:8]1[CH2:12][C@H:11]([CH2:13][NH:14][C:15]2[CH:20]=[CH:19][C:18]([Cl:21])=[CH:17][CH:16]=2)[C@@H:10]([CH2:22][C:23]2[CH:28]=[CH:27][CH:26]=[CH:25][CH:24]=2)[CH2:9]1)=O)(C)(C)C.Br[CH2:30][C:31]1[C:40]2[C:35](=[CH:36][CH:37]=[CH:38][CH:39]=2)[C:34]([C:41]#[N:42])=[CH:33][CH:32]=1.CC#N.O.CC#N. Product: [CH2:22]([C@H:10]1[CH2:9][NH:8][CH2:12][C@@H:11]1[CH2:13][N:14]([CH2:30][C:31]1[C:40]2[C:35](=[CH:36][CH:37]=[CH:38][CH:39]=2)[C:34]([C:41]#[N:42])=[CH:33][CH:32]=1)[C:15]1[CH:20]=[CH:19][C:18]([Cl:21])=[CH:17][CH:16]=1)[C:23]1[CH:24]=[CH:25][CH:26]=[CH:27][CH:28]=1. The catalyst class is: 6. (6) Reactant: [C:1]([O:5][C:6]([N:8]1[CH2:13][CH:12]2[CH2:14][CH:9]1[CH2:10][NH:11]2)=[O:7])([CH3:4])([CH3:3])[CH3:2].C(=O)([O-])[O-].[K+].[K+].F[C:22]1[CH:27]=[CH:26][C:25]([N+:28]([O-:30])=[O:29])=[CH:24][CH:23]=1.O. Product: [C:1]([O:5][C:6]([N:8]1[CH2:13][CH:12]2[CH2:14][CH:9]1[CH2:10][N:11]2[C:22]1[CH:27]=[CH:26][C:25]([N+:28]([O-:30])=[O:29])=[CH:24][CH:23]=1)=[O:7])([CH3:4])([CH3:2])[CH3:3]. The catalyst class is: 3. (7) Reactant: [CH3:1][C:2]1[NH:6][C:5]([C:7]([OH:9])=O)=[CH:4][CH:3]=1.[F:10][C:11]1[CH:28]=[CH:27][C:14]([C:15]([N:17]2[CH2:22][CH2:21][CH2:20][C@H:19]([C:23]([NH:25]O)=[NH:24])[CH2:18]2)=[O:16])=[CH:13][CH:12]=1.CCN=C=NCCCN(C)C.Cl.C1C=NC2N(O)N=NC=2C=1. Product: [F:10][C:11]1[CH:28]=[CH:27][C:14]([C:15]([N:17]2[CH2:22][CH2:21][CH2:20][C@H:19]([C:23]3[N:25]=[C:7]([C:5]4[NH:6][C:2]([CH3:1])=[CH:3][CH:4]=4)[O:9][N:24]=3)[CH2:18]2)=[O:16])=[CH:13][CH:12]=1. The catalyst class is: 2. (8) Reactant: [NH:1]([C:3]1[N:12]=[CH:11][CH:10]=[C:9]2[C:4]=1[CH:5]=[C:6]([C:37]1[CH:42]=[CH:41][CH:40]=[CH:39][CH:38]=1)[C:7]([C:13]1[CH:18]=[CH:17][C:16]([CH2:19][N:20]3[CH2:25][CH2:24][CH:23]([C:26]4[NH:30][C:29]([C:31]5[N:36]=[CH:35][CH:34]=[CH:33][N:32]=5)=[N:28][N:27]=4)[CH2:22][CH2:21]3)=[CH:15][CH:14]=1)=[N:8]2)[NH2:2].C1C=C[C:46]2[N:51](O)[N:50]=[N:49][C:47]=2[CH:48]=1.N1C=C(C(O)=O)N=N1.CCN(C(C)C)C(C)C.C(Cl)CCl. Product: [C:37]1([C:6]2[C:7]([C:13]3[CH:18]=[CH:17][C:16]([CH2:19][N:20]4[CH2:21][CH2:22][CH:23]([C:26]5[NH:30][C:29]([C:31]6[N:36]=[CH:35][CH:34]=[CH:33][N:32]=6)=[N:28][N:27]=5)[CH2:24][CH2:25]4)=[CH:15][CH:14]=3)=[N:8][C:9]3[CH:10]=[CH:11][N:12]4[C:48]([C:47]5[N:49]=[N:50][NH:51][CH:46]=5)=[N:2][N:1]=[C:3]4[C:4]=3[CH:5]=2)[CH:38]=[CH:39][CH:40]=[CH:41][CH:42]=1. The catalyst class is: 640. (9) Reactant: C([O:4][C:5]1[CH:29]=[CH:28][CH:27]=[CH:26][C:6]=1[C:7]([NH:9][C:10]1[S:22][C:13]2[C:14]([CH3:21])([CH3:20])[O:15][C:16]([CH3:19])([CH3:18])[CH2:17][C:12]=2[C:11]=1[C:23]([NH2:25])=[O:24])=[O:8])(=O)C.C(=O)([O-])[O-].[K+].[K+]. Product: [OH:4][C:5]1[CH:29]=[CH:28][CH:27]=[CH:26][C:6]=1[C:7]([NH:9][C:10]1[S:22][C:13]2[C:14]([CH3:21])([CH3:20])[O:15][C:16]([CH3:18])([CH3:19])[CH2:17][C:12]=2[C:11]=1[C:23]([NH2:25])=[O:24])=[O:8]. The catalyst class is: 71. (10) The catalyst class is: 320. Product: [NH2:9][CH2:8][C@:7]([C:1]1[CH:6]=[CH:5][CH:4]=[CH:3][CH:2]=1)([OH:21])[CH2:18][CH2:19][CH3:20]. Reactant: [C:1]1([C@@:7]([OH:21])([CH2:18][CH2:19][CH3:20])[CH2:8][NH:9][C@H](C2C=CC=CC=2)C)[CH:6]=[CH:5][CH:4]=[CH:3][CH:2]=1.